Predict the product of the given reaction. From a dataset of Forward reaction prediction with 1.9M reactions from USPTO patents (1976-2016). (1) Given the reactants [CH3:1][O:2][N:3]=[C:4]1[C:12]2[C:7](=[C:8](Cl)[N:9]=[CH:10][CH:11]=2)[O:6][CH2:5]1.[CH3:14][O-:15].[Na+], predict the reaction product. The product is: [CH3:1][O:2][N:3]=[C:4]1[C:12]2[C:7](=[C:8]([O:15][CH3:14])[N:9]=[CH:10][CH:11]=2)[O:6][CH2:5]1. (2) Given the reactants [Cl:1][C:2]1[CH:3]=[C:4]2[C:9](=[CH:10][CH:11]=1)[N:8]=[C:7]([C:12]1[CH:17]=[CH:16][CH:15]=[CH:14][C:13]=1[O:18][CH3:19])[CH:6]=[C:5]2O.O=P(Cl)(Cl)[Cl:23], predict the reaction product. The product is: [Cl:23][C:5]1[C:4]2[C:9](=[CH:10][CH:11]=[C:2]([Cl:1])[CH:3]=2)[N:8]=[C:7]([C:12]2[CH:17]=[CH:16][CH:15]=[CH:14][C:13]=2[O:18][CH3:19])[CH:6]=1. (3) Given the reactants [Cl:1][C:2]1[CH:7]=[C:6]([Cl:8])[CH:5]=[CH:4][C:3]=1[CH2:9][N:10]1[C:15](=[O:16])[C:14]([C:17]([NH:19][CH2:20][C:21]([O:23]CC)=[O:22])=[O:18])=[C:13]([OH:26])[C:12]([C:27](OC)=[O:28])=[C:11]1[OH:31].[CH:32]1([CH2:38][NH2:39])[CH2:37][CH2:36][CH2:35][CH2:34][CH2:33]1, predict the reaction product. The product is: [CH:32]1([CH2:38][NH:39][C:27]([C:12]2[C:13]([OH:26])=[C:14]([C:17]([NH:19][CH2:20][C:21]([OH:23])=[O:22])=[O:18])[C:15](=[O:16])[N:10]([CH2:9][C:3]3[CH:4]=[CH:5][C:6]([Cl:8])=[CH:7][C:2]=3[Cl:1])[C:11]=2[OH:31])=[O:28])[CH2:37][CH2:36][CH2:35][CH2:34][CH2:33]1. (4) Given the reactants [CH3:1][S:2]([NH:5][C:6]1[CH:21]=[CH:20][C:9]2[NH:10][C:11]([CH2:16][C:17]([OH:19])=O)=[N:12][S:13](=[O:15])(=[O:14])[C:8]=2[CH:7]=1)(=[O:4])=[O:3].[CH2:22]([O:24][C:25]([CH:27]1[CH2:32][CH2:31][CH2:30][CH2:29][N:28]1[NH:33][CH2:34][CH2:35][C:36]([CH3:39])([CH3:38])[CH3:37])=[O:26])[CH3:23].C1(N=C=NC2CCCCC2)CCCCC1.ClCCl, predict the reaction product. The product is: [CH2:22]([O:24][C:25]([CH:27]1[CH2:32][CH2:31][CH2:30][CH2:29][N:28]1[N:33]([CH2:34][CH2:35][C:36]([CH3:37])([CH3:39])[CH3:38])[C:17](=[O:19])[CH2:16][C:11]1[NH:10][C:9]2[CH:20]=[CH:21][C:6]([NH:5][S:2]([CH3:1])(=[O:3])=[O:4])=[CH:7][C:8]=2[S:13](=[O:14])(=[O:15])[N:12]=1)=[O:26])[CH3:23]. (5) Given the reactants F[P-](F)(F)(F)(F)F.[N:8]1(OC(N(C)C)=[N+](C)C)[C:12]2N=CC=CC=2N=[N:9]1.[CH2:25]([N:30]1[C:39]2[C:34](=[CH:35][CH:36]=[C:37]3NN=C[C:38]3=2)[CH2:33][CH:32]([CH2:43][C:44]([OH:46])=O)[C:31]1=[O:47])[C:26]([CH3:29])([CH3:28])[CH3:27].C(N(CC)C(C)C)(C)C.[O:57]=[C:58]1[N:67]([CH:68]2[CH2:73][CH2:72][NH:71][CH2:70][CH2:69]2)[CH2:66][C:65]2[C:60](=[CH:61][CH:62]=[CH:63][CH:64]=2)[NH:59]1, predict the reaction product. The product is: [CH2:25]([N:30]1[C:39]2[CH:38]=[C:37]3[CH:12]=[N:8][NH:9][C:36]3=[CH:35][C:34]=2[CH2:33][CH:32]([CH2:43][C:44](=[O:46])[N:71]2[CH2:72][CH2:73][CH:68]([N:67]3[CH2:66][C:65]4[C:60](=[CH:61][CH:62]=[CH:63][CH:64]=4)[NH:59][C:58]3=[O:57])[CH2:69][CH2:70]2)[C:31]1=[O:47])[C:26]([CH3:29])([CH3:28])[CH3:27]. (6) Given the reactants Br[C:2]1[CH:3]=[C:4]([CH:9]=[CH:10][N:11]=1)[C:5]([O:7][CH3:8])=[O:6].[CH3:12][C:13]1[N:14]=[C:15]([Sn](CCCC)(CCCC)CCCC)[S:16][CH:17]=1, predict the reaction product. The product is: [CH3:12][C:13]1[N:14]=[C:15]([C:2]2[CH:3]=[C:4]([CH:9]=[CH:10][N:11]=2)[C:5]([O:7][CH3:8])=[O:6])[S:16][CH:17]=1. (7) Given the reactants [Cl:1][C:2]1[CH:11]=[C:10]2[C:5]([C:6]([OH:12])=[CH:7][CH:8]=[N:9]2)=[CH:4][CH:3]=1.[I-].C[N+]1C=CN([C:20](=[O:29])[N:21]([CH3:28])[C:22]2[CH:27]=[CH:26][CH:25]=[CH:24][CH:23]=2)C=1.C(N(CC)CC)C, predict the reaction product. The product is: [Cl:1][C:2]1[CH:11]=[C:10]2[C:5]([C:6]([O:12][C:20](=[O:29])[N:21]([CH3:28])[C:22]3[CH:27]=[CH:26][CH:25]=[CH:24][CH:23]=3)=[CH:7][CH:8]=[N:9]2)=[CH:4][CH:3]=1. (8) Given the reactants [CH2:1]([N:8]1[C:20]2[CH:19]=[CH:18][C:17]([C:21]3[CH:26]=[CH:25][C:24]([OH:27])=[CH:23][CH:22]=3)=[CH:16][C:15]=2[C:14]2[CH2:13][CH2:12][CH2:11][CH2:10][C:9]1=2)[C:2]1[CH:7]=[CH:6][CH:5]=[CH:4][CH:3]=1.C([O-])([O-])=O.[K+].[K+].Br[CH2:35][C:36]#[N:37], predict the reaction product. The product is: [CH2:1]([N:8]1[C:20]2[CH:19]=[CH:18][C:17]([C:21]3[CH:22]=[CH:23][C:24]([O:27][CH2:35][C:36]#[N:37])=[CH:25][CH:26]=3)=[CH:16][C:15]=2[C:14]2[CH2:13][CH2:12][CH2:11][CH2:10][C:9]1=2)[C:2]1[CH:3]=[CH:4][CH:5]=[CH:6][CH:7]=1. (9) Given the reactants [Br:1][C:2]1[CH:11]=[C:10]2[C:5]([CH:6]=[C:7](Cl)[NH:8][C:9]2=[O:12])=[CH:4][CH:3]=1.[CH3:14][N:15]([CH3:22])[CH:16]1[CH2:21][CH2:20][NH:19][CH2:18][CH2:17]1, predict the reaction product. The product is: [Br:1][C:2]1[CH:11]=[C:10]2[C:5]([CH:6]=[C:7]([N:19]3[CH2:20][CH2:21][CH:16]([N:15]([CH3:22])[CH3:14])[CH2:17][CH2:18]3)[NH:8][C:9]2=[O:12])=[CH:4][CH:3]=1. (10) Given the reactants [C:1]([O:5][C:6](=[O:33])[NH:7][CH:8]([C:28]1[NH:29][CH:30]=[CH:31][N:32]=1)[CH2:9][C:10]1[CH:18]=[C:17]([CH3:19])[C:16]2[C:12](=[CH:13][N:14]([CH2:20][O:21][CH2:22][CH2:23][Si:24]([CH3:27])([CH3:26])[CH3:25])[N:15]=2)[CH:11]=1)([CH3:4])([CH3:3])[CH3:2].[C:34]([C:38]1[CH:45]=[CH:44][C:41]([CH2:42]Br)=[CH:40][CH:39]=1)([CH3:37])([CH3:36])[CH3:35].C(=O)([O-])[O-].[K+].[K+], predict the reaction product. The product is: [C:34]([C:38]1[CH:39]=[CH:40][C:41]([CH2:42][N:32]2[CH:31]=[CH:30][N:29]=[C:28]2[CH:8]([NH:7][C:6](=[O:33])[O:5][C:1]([CH3:4])([CH3:2])[CH3:3])[CH2:9][C:10]2[CH:18]=[C:17]([CH3:19])[C:16]3[C:12](=[CH:13][N:14]([CH2:20][O:21][CH2:22][CH2:23][Si:24]([CH3:25])([CH3:27])[CH3:26])[N:15]=3)[CH:11]=2)=[CH:44][CH:45]=1)([CH3:37])([CH3:35])[CH3:36].